From a dataset of Retrosynthesis with 50K atom-mapped reactions and 10 reaction types from USPTO. Predict the reactants needed to synthesize the given product. The reactants are: CC(C)(C)OC(=O)N1CC(CBr)Cc2ccccc21.COc1ccc(Br)c(CC2CCNCC2)c1. Given the product COc1ccc(Br)c(CC2CCN(CC3Cc4ccccc4N(C(=O)OC(C)(C)C)C3)CC2)c1, predict the reactants needed to synthesize it.